This data is from Catalyst prediction with 721,799 reactions and 888 catalyst types from USPTO. The task is: Predict which catalyst facilitates the given reaction. (1) Reactant: [F:1][C:2]1[CH:3]=[CH:4][C:5]([OH:10])=[C:6]([CH:9]=1)[CH:7]=[O:8].C(=O)([O-])[O-].[K+].[K+].[CH2:17](Br)[C:18]1[CH:23]=[CH:22][CH:21]=[CH:20][CH:19]=1.O. Product: [CH2:17]([O:10][C:5]1[CH:4]=[CH:3][C:2]([F:1])=[CH:9][C:6]=1[CH:7]=[O:8])[C:18]1[CH:23]=[CH:22][CH:21]=[CH:20][CH:19]=1. The catalyst class is: 3. (2) Reactant: C(O)(C(F)(F)F)=O.[NH2:8][C@H:9]1[C:20](=[O:21])[O:19][CH2:18][C@@H:17]([C:22]2[CH:27]=[CH:26][CH:25]=[CH:24][CH:23]=2)[NH:16][C:15](=[O:28])[CH2:14][CH2:13][CH:12]=[CH:11][CH2:10]1.C(N(CC)CC)C.[C:36](O[C:36](=[O:40])[CH:37]([CH3:39])[CH3:38])(=[O:40])[CH:37]([CH3:39])[CH3:38]. Product: [O:28]=[C:15]1[CH2:14][CH2:13][CH:12]=[CH:11][CH2:10][C@@H:9]([NH:8][C:36](=[O:40])[CH:37]([CH3:39])[CH3:38])[C:20](=[O:21])[O:19][CH2:18][C@@H:17]([C:22]2[CH:27]=[CH:26][CH:25]=[CH:24][CH:23]=2)[NH:16]1. The catalyst class is: 3. (3) The catalyst class is: 3. Product: [Cl:6][C:7]1[CH:29]=[CH:28][C:10]2[NH:11][C:12]([S:14][C:15]3[C:20]4[NH:21][C:22](=[O:24])[NH:23][C:19]=4[CH:18]=[C:17]([C:25]([NH:32][CH3:31])=[O:27])[CH:16]=3)=[N:13][C:9]=2[CH:8]=1. Reactant: CN.C(O)C.[Cl:6][C:7]1[CH:29]=[CH:28][C:10]2[NH:11][C:12]([S:14][C:15]3[C:20]4[NH:21][C:22](=[O:24])[NH:23][C:19]=4[CH:18]=[C:17]([C:25]([OH:27])=O)[CH:16]=3)=[N:13][C:9]=2[CH:8]=1.C[CH2:31][N:32](C(C)C)C(C)C.CN(C(ON1N=NC2C=CC=CC1=2)=[N+](C)C)C.[B-](F)(F)(F)F. (4) The catalyst class is: 1. Reactant: [C:1]1([C:21]2[CH:26]=[CH:25][CH:24]=[CH:23][CH:22]=2)[CH:6]=[CH:5][C:4]([CH2:7][C@H:8]2[N:12]([C:13](=[O:18])[C:14]([CH3:17])([CH3:16])[CH3:15])[C:11](=[O:19])[C@H:10]([CH3:20])[CH2:9]2)=[CH:3][CH:2]=1.[CH:27]([N-]C(C)C)(C)C.[Li+].CI.NCCC(CN)O.S(=O)(=O)(O)O. Product: [C:1]1([C:21]2[CH:22]=[CH:23][CH:24]=[CH:25][CH:26]=2)[CH:2]=[CH:3][C:4]([CH2:7][C@H:8]2[N:12]([C:13](=[O:18])[C:14]([CH3:17])([CH3:16])[CH3:15])[C:11](=[O:19])[C:10]([CH3:27])([CH3:20])[CH2:9]2)=[CH:5][CH:6]=1. (5) Reactant: [C:1]([O:5][C:6](=[O:26])[NH:7][CH2:8][C:9]1[C:14]([C:15]2[CH:20]=[CH:19][C:18]([Cl:21])=[CH:17][C:16]=2[Cl:22])=[CH:13][N:12]2[CH:23]=[CH:24][N:25]=[C:11]2[CH:10]=1)([CH3:4])([CH3:3])[CH3:2].C1C(=O)N([Br:34])C(=O)C1. Product: [C:1]([O:5][C:6](=[O:26])[NH:7][CH2:8][C:9]1[C:14]([C:15]2[CH:20]=[CH:19][C:18]([Cl:21])=[CH:17][C:16]=2[Cl:22])=[CH:13][N:12]2[C:23]([Br:34])=[CH:24][N:25]=[C:11]2[CH:10]=1)([CH3:4])([CH3:2])[CH3:3]. The catalyst class is: 31.